From a dataset of Forward reaction prediction with 1.9M reactions from USPTO patents (1976-2016). Predict the product of the given reaction. Given the reactants Br[CH2:2][C:3]1[CH:10]=[CH:9][C:6]([C:7]#[N:8])=[CH:5][CH:4]=1.[CH3:11][C:12]([O:15][C:16]([NH:18][C:19]([O:21][C:22]([CH3:25])([CH3:24])[CH3:23])=[O:20])=[O:17])([CH3:14])[CH3:13].C(=O)([O-])[O-].[Cs+].[Cs+], predict the reaction product. The product is: [C:22]([O:21][C:19]([N:18]([CH2:2][C:3]1[CH:10]=[CH:9][C:6]([C:7]#[N:8])=[CH:5][CH:4]=1)[C:16]([O:15][C:12]([CH3:14])([CH3:13])[CH3:11])=[O:17])=[O:20])([CH3:25])([CH3:24])[CH3:23].